Dataset: NCI-60 drug combinations with 297,098 pairs across 59 cell lines. Task: Regression. Given two drug SMILES strings and cell line genomic features, predict the synergy score measuring deviation from expected non-interaction effect. Drug 1: CC1=C(C(=CC=C1)Cl)NC(=O)C2=CN=C(S2)NC3=CC(=NC(=N3)C)N4CCN(CC4)CCO. Drug 2: CC1CCCC2(C(O2)CC(NC(=O)CC(C(C(=O)C(C1O)C)(C)C)O)C(=CC3=CSC(=N3)C)C)C. Cell line: SN12C. Synergy scores: CSS=34.7, Synergy_ZIP=-3.61, Synergy_Bliss=-2.84, Synergy_Loewe=-8.02, Synergy_HSA=0.666.